This data is from Full USPTO retrosynthesis dataset with 1.9M reactions from patents (1976-2016). The task is: Predict the reactants needed to synthesize the given product. (1) Given the product [CH3:89][C:87]1[O:88][N:54]=[C:53]([CH:56]2[CH2:62][CH2:60][N:59]([C:12](=[O:14])[CH2:11][O:10][C:9]3[CH:15]=[CH:16][C:17]([C:19]([F:22])([F:21])[F:20])=[CH:18][C:8]=3[CH2:7][N:5]3[N:4]=[N:3][C:2]([CH3:1])=[N:6]3)[CH2:63][CH2:65]2)[N:52]=1, predict the reactants needed to synthesize it. The reactants are: [CH3:1][C:2]1[N:3]=[N:4][N:5]([CH2:7][C:8]2[CH:18]=[C:17]([C:19]([F:22])([F:21])[F:20])[CH:16]=[CH:15][C:9]=2[O:10][CH2:11][C:12]([OH:14])=O)[N:6]=1.ClC1C=CC(/C=C/C(N2CCC(CN3C=C(C(O)=O)C=N3)(O)CC2)=O)=C(CN2N=[N:54][C:53]([CH3:56])=[N:52]2)C=1.CC[N:59]([CH:63]([CH3:65])C)[CH:60]([CH3:62])C.C(P1(=O)OP(CCC)(=O)OP(CCC)(=O)O1)CC.CCO[C:87]([CH3:89])=[O:88]. (2) The reactants are: [CH2:1]([O:8][C:9]1[CH:14]=[CH:13][C:12]([OH:15])=[CH:11][CH:10]=1)[C:2]1[CH:7]=[CH:6][CH:5]=[CH:4][CH:3]=1.C(=O)([O-])[O-].[Cs+].[Cs+].Br[CH:23]([CH2:28][CH3:29])[C:24]([O:26][CH3:27])=[O:25]. Given the product [CH2:1]([O:8][C:9]1[CH:10]=[CH:11][C:12]([O:15][CH:23]([CH2:28][CH3:29])[C:24]([O:26][CH3:27])=[O:25])=[CH:13][CH:14]=1)[C:2]1[CH:3]=[CH:4][CH:5]=[CH:6][CH:7]=1, predict the reactants needed to synthesize it. (3) Given the product [CH:1]1([NH:4][C:5](=[O:6])[C:7]2[CH:8]=[CH:9][C:10]([CH3:38])=[C:11]([N:13]3[C:22](=[O:23])[C:21]4[C:16](=[CH:17][CH:18]=[C:19]([N:24]5[CH2:29][C@@H:28]6[CH2:30][C@H:25]5[CH2:26][N:27]6[CH3:31])[CH:20]=4)[N:15]=[CH:14]3)[CH:12]=2)[CH2:3][CH2:2]1, predict the reactants needed to synthesize it. The reactants are: [CH:1]1([NH:4][C:5]([C:7]2[CH:8]=[CH:9][C:10]([CH3:38])=[C:11]([N:13]3[C:22](=[O:23])[C:21]4[C:16](=[CH:17][CH:18]=[C:19]([N:24]5[CH2:29][C@@H:28]6[CH2:30][C@H:25]5[CH2:26][N:27]6[C:31](OC(C)(C)C)=O)[CH:20]=4)[N:15]=[CH:14]3)[CH:12]=2)=[O:6])[CH2:3][CH2:2]1.C=O. (4) Given the product [ClH:1].[Cl:1][C:2]1[CH:3]=[CH:4][C:5]([C@@H:6]([OH:9])[CH2:7][NH2:8])=[CH:10][CH:11]=1, predict the reactants needed to synthesize it. The reactants are: [Cl:1][C:2]1[CH:11]=[CH:10][C:5]([C@@H:6]([OH:9])[C:7]#[N:8])=[CH:4][CH:3]=1.CO. (5) Given the product [C:1]([O:5][C:6](=[O:25])[NH:7][C:8]1[CH:13]=[CH:12][CH:11]=[C:10]([CH2:14][CH2:15][C:16]2[CH:21]=[C:20]([NH:22][C:35]3[C:36]([Cl:40])=[CH:37][N:38]=[C:33]([Cl:32])[N:34]=3)[CH:19]=[CH:18][C:17]=2[O:23][CH3:24])[CH:9]=1)([CH3:4])([CH3:3])[CH3:2], predict the reactants needed to synthesize it. The reactants are: [C:1]([O:5][C:6](=[O:25])[NH:7][C:8]1[CH:13]=[CH:12][CH:11]=[C:10]([CH2:14][CH2:15][C:16]2[CH:21]=[C:20]([NH2:22])[CH:19]=[CH:18][C:17]=2[O:23][CH3:24])[CH:9]=1)([CH3:4])([CH3:3])[CH3:2].C(=O)([O-])[O-].[K+].[K+].[Cl:32][C:33]1[N:38]=[C:37](Cl)[C:36]([Cl:40])=[CH:35][N:34]=1. (6) Given the product [CH:26]1([C:32]2[C:40]3[C:35](=[CH:36][C:37]([C:41]([O:43][CH3:44])=[O:42])=[CH:38][CH:39]=3)[NH:34][C:33]=2[C:2]2[CH:17]=[CH:16][CH:15]=[C:14]([N+:18]([O-:20])=[O:19])[C:3]=2[O:4][CH2:5][CH2:6][O:7][CH:8]2[CH2:13][CH2:12][CH2:11][CH2:10][O:9]2)[CH2:27][CH2:28][CH2:29][CH2:30][CH2:31]1, predict the reactants needed to synthesize it. The reactants are: Br[C:2]1[CH:17]=[CH:16][CH:15]=[C:14]([N+:18]([O-:20])=[O:19])[C:3]=1[O:4][CH2:5][CH2:6][O:7][CH:8]1[CH2:13][CH2:12][CH2:11][CH2:10][O:9]1.C(=O)([O-])O.[Na+].[CH:26]1([C:32]2[C:40]3[C:35](=[CH:36][C:37]([C:41]([O:43][CH3:44])=[O:42])=[CH:38][CH:39]=3)[NH:34][C:33]=2B2OC(C)(C)C(C)(C)O2)[CH2:31][CH2:30][CH2:29][CH2:28][CH2:27]1. (7) Given the product [C:19]([O:18][C:16]([NH:32][C@@H:28]([CH2:27][CH2:26][C:25]([O:24][CH3:23])=[O:33])[C:29]([OH:31])=[O:30])=[O:17])([CH3:20])([CH3:21])[CH3:22], predict the reactants needed to synthesize it. The reactants are: CCN(CC)CC.[CH3:20][C:19]([O:18][C:16](O[C:16]([O:18][C:19]([CH3:22])([CH3:21])[CH3:20])=[O:17])=[O:17])([CH3:22])[CH3:21].[CH3:23][O:24][C:25](=[O:33])[CH2:26][CH2:27][CH:28]([NH2:32])[C:29]([OH:31])=[O:30]. (8) Given the product [C:29]1([C:35]2[C:48]3[C:43](=[CH:44][CH:45]=[CH:46][CH:47]=3)[C:42]([C:2]3[CH:7]=[CH:6][C:5]([N:8]4[C:9]5[CH:10]=[CH:11][C:12]6[CH:28]=[CH:27][CH:26]=[CH:25][C:13]=6[C:14]=5[C:15]5[C:16]6[CH:24]=[CH:23][CH:22]=[CH:21][C:17]=6[CH:18]=[CH:19][C:20]4=5)=[CH:4][CH:3]=3)=[C:41]3[C:36]=2[CH:37]=[CH:38][CH:39]=[CH:40]3)[CH:34]=[CH:33][CH:32]=[CH:31][CH:30]=1, predict the reactants needed to synthesize it. The reactants are: Br[C:2]1[CH:7]=[CH:6][C:5]([N:8]2[C:20]3[CH:19]=[CH:18][C:17]4[CH:21]=[CH:22][CH:23]=[CH:24][C:16]=4[C:15]=3[C:14]3[C:13]4[CH:25]=[CH:26][CH:27]=[CH:28][C:12]=4[CH:11]=[CH:10][C:9]2=3)=[CH:4][CH:3]=1.[C:29]1([C:35]2[C:48]3[C:43](=[CH:44][CH:45]=[CH:46][CH:47]=3)[C:42](B(O)O)=[C:41]3[C:36]=2[CH:37]=[CH:38][CH:39]=[CH:40]3)[CH:34]=[CH:33][CH:32]=[CH:31][CH:30]=1.C1(C)C=CC=CC=1.C(=O)([O-])[O-].[Na+].[Na+]. (9) The reactants are: C(Cl)(=O)C(Cl)=O.[F:7][C:8]([F:22])([F:21])[C:9]1[CH:20]=[CH:19][C:12]2[S:13][C:14]([C:16]([OH:18])=[O:17])=[CH:15][C:11]=2[CH:10]=1.[CH3:23][CH:24](O)[CH3:25]. Given the product [F:22][C:8]([F:7])([F:21])[C:9]1[CH:20]=[CH:19][C:12]2[S:13][C:14]([C:16]([O:18][CH:24]([CH3:25])[CH3:23])=[O:17])=[CH:15][C:11]=2[CH:10]=1, predict the reactants needed to synthesize it.